This data is from Forward reaction prediction with 1.9M reactions from USPTO patents (1976-2016). The task is: Predict the product of the given reaction. (1) Given the reactants [F:1][C:2]([F:26])([F:25])[O:3][C:4]1[CH:9]=[CH:8][C:7]([N:10]2[CH:14]=[N:13][C:12]([C:15]3[CH:16]=[C:17]([CH2:21][CH2:22][CH2:23][NH2:24])[CH:18]=[CH:19][CH:20]=3)=[N:11]2)=[CH:6][CH:5]=1.[F:27][C:28]1[CH:33]=[CH:32][C:31]([NH:34][C:35]([NH2:37])=[S:36])=[C:30]([CH:38]([CH3:40])[CH3:39])[CH:29]=1.[C:41]([O-])(=[O:43])C.[Na+], predict the reaction product. The product is: [F:27][C:28]1[CH:33]=[CH:32][C:31]([NH:34][C:35]([NH:37][C:41]([NH:24][CH2:23][CH2:22][CH2:21][C:17]2[CH:18]=[CH:19][CH:20]=[C:15]([C:12]3[N:13]=[CH:14][N:10]([C:7]4[CH:6]=[CH:5][C:4]([O:3][C:2]([F:1])([F:25])[F:26])=[CH:9][CH:8]=4)[N:11]=3)[CH:16]=2)=[O:43])=[S:36])=[C:30]([CH:38]([CH3:40])[CH3:39])[CH:29]=1. (2) The product is: [NH2:1][C:2]([CH3:25])([CH3:24])[C@H:3]([NH:8][C:9](=[O:23])[C:10]1[CH:15]=[CH:14][C:13]([C:16]#[C:17][C:18]#[C:19][C@H:20]([OH:22])[CH3:21])=[CH:12][CH:11]=1)[C:4]([NH:26][OH:27])=[O:5]. Given the reactants [NH2:1][C:2]([CH3:25])([CH3:24])[C@H:3]([NH:8][C:9](=[O:23])[C:10]1[CH:15]=[CH:14][C:13]([C:16]#[C:17][C:18]#[C:19][C@H:20]([OH:22])[CH3:21])=[CH:12][CH:11]=1)[C:4](OC)=[O:5].[NH2:26][OH:27].O, predict the reaction product. (3) Given the reactants [CH3:1][O:2][C:3]([C:5]1([NH:13][CH3:14])[CH2:10][CH2:9][N:8]([O:11][CH3:12])[CH2:7][CH2:6]1)=[O:4].[CH3:15][C:16]1[CH:21]=[CH:20][C:19]([CH3:22])=[CH:18][C:17]=1[CH2:23][C:24](Cl)=[O:25].Cl, predict the reaction product. The product is: [CH3:1][O:2][C:3]([C:5]1([N:13]([C:24](=[O:25])[CH2:23][C:17]2[CH:18]=[C:19]([CH3:22])[CH:20]=[CH:21][C:16]=2[CH3:15])[CH3:14])[CH2:10][CH2:9][N:8]([O:11][CH3:12])[CH2:7][CH2:6]1)=[O:4]. (4) Given the reactants Cl[C:2]1[CH:7]=[CH:6][C:5]([N+:8]([O-:10])=[O:9])=[CH:4][N:3]=1.C(N(CC)C(C)C)(C)C.[OH:20][C:21]1([C:27]2[CH:32]=[CH:31][CH:30]=[CH:29][CH:28]=2)[CH2:26][CH2:25][NH:24][CH2:23][CH2:22]1, predict the reaction product. The product is: [N+:8]([C:5]1[CH:6]=[CH:7][C:2]([N:24]2[CH2:25][CH2:26][C:21]([OH:20])([C:27]3[CH:28]=[CH:29][CH:30]=[CH:31][CH:32]=3)[CH2:22][CH2:23]2)=[N:3][CH:4]=1)([O-:10])=[O:9].